This data is from Full USPTO retrosynthesis dataset with 1.9M reactions from patents (1976-2016). The task is: Predict the reactants needed to synthesize the given product. (1) Given the product [N:1]1([CH2:7][C:8]2[CH:13]=[CH:12][C:11]([C:14]3[CH:27]=[N:26][C:17]4[NH:18][C:19]5[CH:24]=[N:23][C:22]([N:25]6[CH:32]=[CH:30][N:35]=[CH:41]6)=[CH:21][C:20]=5[C:16]=4[CH:15]=3)=[CH:10][CH:9]=2)[CH2:6][CH2:5][CH2:4][CH2:3][CH2:2]1, predict the reactants needed to synthesize it. The reactants are: [N:1]1([CH2:7][C:8]2[CH:13]=[CH:12][C:11]([C:14]3[CH:27]=[N:26][C:17]4[NH:18][C:19]5[CH:24]=[N:23][C:22]([NH2:25])=[CH:21][C:20]=5[C:16]=4[CH:15]=3)=[CH:10][CH:9]=2)[CH2:6][CH2:5][CH2:4][CH2:3][CH2:2]1.C=O.[CH:30]([CH:32]=O)=O.[Cl-].[NH4+:35].C(=O)(O)[O-].[Na+].[CH3:41]O. (2) Given the product [OH:11][C:7]1[CH:8]=[CH:9][CH:10]=[C:5]2[C:6]=1[CH:15]=[C:17]([CH2:18][CH2:25][CH2:24][N:19]1[CH2:23][CH2:22][CH2:21][CH2:20]1)[NH:3][C:4]2=[O:16], predict the reactants needed to synthesize it. The reactants are: C([N:3]([CH2:17][CH3:18])[C:4](=[O:16])[C:5]1[CH:10]=[CH:9][CH:8]=[C:7]([O:11]COC)[C:6]=1[CH3:15])C.[N:19]1([CH2:24][CH2:25]CC#N)[CH2:23][CH2:22][CH2:21][CH2:20]1. (3) Given the product [Si:20]([O:27][CH:28]1[CH2:32][N:31]([CH3:33])[C:30](=[O:34])[C:29]1([C:36]#[C:37][C:2]1[CH:3]=[C:4]([N:8]2[C:16]3[C:11](=[CH:12][CH:13]=[CH:14][CH:15]=3)[C:10]([C:17]([NH2:19])=[O:18])=[N:9]2)[CH:5]=[CH:6][CH:7]=1)[OH:35])([C:23]([CH3:26])([CH3:25])[CH3:24])([CH3:21])[CH3:22], predict the reactants needed to synthesize it. The reactants are: I[C:2]1[CH:3]=[C:4]([N:8]2[C:16]3[C:11](=[CH:12][CH:13]=[CH:14][CH:15]=3)[C:10]([C:17]([NH2:19])=[O:18])=[N:9]2)[CH:5]=[CH:6][CH:7]=1.[Si:20]([O:27][CH:28]1[CH2:32][N:31]([CH3:33])[C:30](=[O:34])[C:29]1([C:36]#[CH:37])[OH:35])([C:23]([CH3:26])([CH3:25])[CH3:24])([CH3:22])[CH3:21]. (4) Given the product [F:1][C:2]1[C:10]([O:11][C:12]2[C:21]3[C:16](=[CH:17][C:18]([O:24][CH2:25][CH:26]4[CH2:31][CH2:30][N:29]([CH3:33])[CH2:28][CH2:27]4)=[C:19]([O:22][CH3:23])[CH:20]=3)[N:15]=[N:14][CH:13]=2)=[CH:9][CH:8]=[C:7]2[C:3]=1[CH:4]=[C:5]([CH3:32])[NH:6]2, predict the reactants needed to synthesize it. The reactants are: [F:1][C:2]1[C:10]([O:11][C:12]2[C:21]3[C:16](=[CH:17][C:18]([O:24][CH2:25][CH:26]4[CH2:31][CH2:30][NH:29][CH2:28][CH2:27]4)=[C:19]([O:22][CH3:23])[CH:20]=3)[N:15]=[N:14][CH:13]=2)=[CH:9][CH:8]=[C:7]2[C:3]=1[CH:4]=[C:5]([CH3:32])[NH:6]2.[C:33]([O-])(=O)C.[Na+].C=O.[BH4-].[Na+].C(O)(=O)C.C(O)(=O)C.C(O)(=O)C. (5) Given the product [Br:1][C:2]1[CH:6]=[CH:5][S:4][C:3]=1[C:7]1[N:17]2[C:12]([CH:13]=[N:14][C:15]([NH:18][C:19]3[CH:24]=[CH:23][C:22]([O:25][CH3:26])=[CH:21][CH:20]=3)=[N:16]2)=[C:10]([CH3:11])[N:9]=1, predict the reactants needed to synthesize it. The reactants are: [Br:1][C:2]1[CH:6]=[CH:5][S:4][C:3]=1[C:7]([NH:9][CH:10]([C:12]1[N:17]=[N:16][C:15]([NH:18][C:19]2[CH:24]=[CH:23][C:22]([O:25][CH3:26])=[CH:21][CH:20]=2)=[N:14][CH:13]=1)[CH3:11])=O.P(Cl)(Cl)(Cl)=O. (6) Given the product [F:26][C:2]([F:1])([F:25])[O:3][C:4]1[CH:5]=[CH:6][C:7]([N:10]2[CH:14]=[N:13][C:12]([C:15]3[CH:20]=[CH:19][C:18]([CH:21]4[CH2:23][CH:22]4[NH:24][C:35](=[O:36])[O:37][C:38]4[C:43]([CH3:44])=[CH:42][C:41]([CH3:45])=[CH:40][C:39]=4[CH3:46])=[CH:17][CH:16]=3)=[N:11]2)=[CH:8][CH:9]=1, predict the reactants needed to synthesize it. The reactants are: [F:1][C:2]([F:26])([F:25])[O:3][C:4]1[CH:9]=[CH:8][C:7]([N:10]2[CH:14]=[N:13][C:12]([C:15]3[CH:20]=[CH:19][C:18]([CH:21]4[CH2:23][CH:22]4[NH2:24])=[CH:17][CH:16]=3)=[N:11]2)=[CH:6][CH:5]=1.CCN(CC)CC.Cl[C:35]([O:37][C:38]1[C:43]([CH3:44])=[CH:42][C:41]([CH3:45])=[CH:40][C:39]=1[CH3:46])=[O:36]. (7) Given the product [CH2:16]([S:20][C:21]1[N:22]=[C:23]([N:3]2[C:11]3[C:6](=[CH:7][CH:8]=[CH:9][CH:10]=3)[C:5]([S:12]([NH2:15])(=[O:14])=[O:13])=[CH:4]2)[CH:24]=[CH:25][N:26]=1)[CH2:17][CH2:18][CH3:19], predict the reactants needed to synthesize it. The reactants are: [H-].[Na+].[NH:3]1[C:11]2[C:6](=[CH:7][CH:8]=[CH:9][CH:10]=2)[C:5]([S:12]([NH2:15])(=[O:14])=[O:13])=[CH:4]1.[CH2:16]([S:20][C:21]1[N:26]=[C:25](Cl)[CH:24]=[CH:23][N:22]=1)[CH2:17][CH2:18][CH3:19]. (8) Given the product [CH3:40][O:41][C:42](=[O:65])[C:43]1[CH:48]=[CH:47][CH:46]=[CH:45][C:44]=1[NH:49][C:50]1[N:54]([C:55]2[C:60]([CH3:61])=[CH:59][CH:58]=[CH:57][C:56]=2[F:62])[N:53]=[C:52]([CH3:63])[C:51]=1[C:29]1[CH:28]=[C:27]2[C:22](=[C:21]([F:20])[CH:30]=1)[N:23]=[CH:24][CH:25]=[N:26]2, predict the reactants needed to synthesize it. The reactants are: C1(P(C2CCCCC2)C2CCCCC2)CCCCC1.[F:20][C:21]1[CH:30]=[C:29](B2OC(C)(C)C(C)(C)O2)[CH:28]=[C:27]2[C:22]=1[N:23]=[CH:24][CH:25]=[N:26]2.[CH3:40][O:41][C:42](=[O:65])[C:43]1[CH:48]=[CH:47][CH:46]=[CH:45][C:44]=1[NH:49][C:50]1[N:54]([C:55]2[C:60]([CH3:61])=[CH:59][CH:58]=[CH:57][C:56]=2[F:62])[N:53]=[C:52]([CH3:63])[C:51]=1Br.P([O-])([O-])([O-])=O.[K+].[K+].[K+]. (9) Given the product [C:1]([O:5][C:6](=[O:7])[NH:8][CH2:9][CH2:10][C:11](=[O:13])[NH:14][C:15]1[CH:20]=[CH:19][CH:18]=[CH:17][C:16]=1[OH:21])([CH3:2])([CH3:3])[CH3:4], predict the reactants needed to synthesize it. The reactants are: [C:1]([O:5][C:6]([NH:8][CH2:9][CH2:10][C:11]([OH:13])=O)=[O:7])([CH3:4])([CH3:3])[CH3:2].[NH2:14][C:15]1[CH:20]=[CH:19][CH:18]=[CH:17][C:16]=1[OH:21].C1(N=C=NC2CCCCC2)CCCCC1. (10) Given the product [F:23][C:24]1[CH:25]=[C:26]([C:31]#[C:32][CH2:33][CH:34]2[CH2:35][CH2:36][N:37]([C:41]3[CH:48]=[CH:47][CH:46]=[CH:45][C:42]=3[C:43]#[N:44])[CH2:38][CH2:39]2)[CH:27]=[C:28]([F:30])[CH:29]=1, predict the reactants needed to synthesize it. The reactants are: CC1C=CC=C(C#CC=C2CCN(C3C=CC=CC=3)CC2)N=1.[F:23][C:24]1[CH:25]=[C:26]([C:31]#[C:32][CH2:33][CH:34]2[CH2:39][CH2:38][NH:37][CH2:36][CH2:35]2)[CH:27]=[C:28]([F:30])[CH:29]=1.Br[C:41]1[CH:48]=[CH:47][CH:46]=[CH:45][C:42]=1[C:43]#[N:44].